This data is from Full USPTO retrosynthesis dataset with 1.9M reactions from patents (1976-2016). The task is: Predict the reactants needed to synthesize the given product. (1) Given the product [Cl:8][C:6]1[CH:7]=[C:2]([C:17]2[CH:16]=[CH:15][CH:14]=[C:13]3[C:18]=2[N:9]=[CH:10][CH:11]=[CH:12]3)[N:3]=[CH:4][N:5]=1, predict the reactants needed to synthesize it. The reactants are: Cl[C:2]1[CH:7]=[C:6]([Cl:8])[N:5]=[CH:4][N:3]=1.[N:9]1[C:18]2[C:13](=[CH:14][CH:15]=[CH:16][C:17]=2B(O)O)[CH:12]=[CH:11][CH:10]=1.P([O-])([O-])([O-])=O.[K+].[K+].[K+]. (2) Given the product [Cl:1][C:2]1[CH:3]=[C:4]2[C:12](=[C:13]([F:15])[CH:14]=1)[NH:11][C:10]1[C:9]([C:17]([F:20])([F:19])[F:18])([OH:16])[CH2:8][CH2:7][CH2:6][C:5]2=1, predict the reactants needed to synthesize it. The reactants are: [Cl:1][C:2]1[CH:3]=[C:4]2[C:12](=[C:13]([F:15])[CH:14]=1)[NH:11][C:10]1[C:9](=[O:16])[CH2:8][CH2:7][CH2:6][C:5]2=1.[C:17]([Si](C)(C)C)([F:20])([F:19])[F:18].[F-].[Cs+]. (3) Given the product [CH:37]([C:34]1[CH:35]=[CH:36][C:28]2[C:27]([NH:26][C:10]3[CH:11]=[C:12]([CH:24]=[CH:25][C:9]=3[S:8][C:5]3[CH:6]=[CH:7][C:2]([NH:1][S:48]([CH3:47])(=[O:50])=[O:49])=[CH:3][CH:4]=3)[C:13]([NH:15][C@H:16]([C:18]3[CH:19]=[CH:20][CH:21]=[CH:22][CH:23]=3)[CH3:17])=[O:14])=[N:32][CH:31]=[N:30][C:29]=2[N:33]=1)([CH3:39])[CH3:38], predict the reactants needed to synthesize it. The reactants are: [NH2:1][C:2]1[CH:7]=[CH:6][C:5]([S:8][C:9]2[CH:25]=[CH:24][C:12]([C:13]([NH:15][C@H:16]([C:18]3[CH:23]=[CH:22][CH:21]=[CH:20][CH:19]=3)[CH3:17])=[O:14])=[CH:11][C:10]=2[NH:26][C:27]2[C:28]3[CH:36]=[CH:35][C:34]([CH:37]([CH3:39])[CH3:38])=[N:33][C:29]=3[N:30]=[CH:31][N:32]=2)=[CH:4][CH:3]=1.C(N(CC)CC)C.[CH3:47][S:48](Cl)(=[O:50])=[O:49]. (4) Given the product [CH2:15]([N:18]1[CH2:23][CH2:22][N:21]([CH2:3][C:4]2[CH:13]=[CH:12][C:11]([OH:14])=[C:10]3[C:5]=2[CH:6]=[CH:7][CH:8]=[N:9]3)[CH2:20][CH2:19]1)[C:16]#[CH:17], predict the reactants needed to synthesize it. The reactants are: Cl.Cl[CH2:3][C:4]1[CH:13]=[CH:12][C:11]([OH:14])=[C:10]2[C:5]=1[CH:6]=[CH:7][CH:8]=[N:9]2.[CH2:15]([N:18]1[CH2:23][CH2:22][NH:21][CH2:20][CH2:19]1)[C:16]#[CH:17]. (5) Given the product [CH3:8][C:7]1[N:6]=[C:5]([C:9]2[CH:14]=[CH:13][CH:12]=[CH:11][C:10]=2[O:15][CH3:16])[N:4]([CH2:17][CH2:18][C:19]2[CH:24]=[CH:23][CH:22]=[CH:21][CH:20]=2)[C:3](=[O:25])[C:2]=1[C:33]1[S:34][CH:35]=[CH:36][CH:37]=1, predict the reactants needed to synthesize it. The reactants are: Cl[C:2]1[C:3](=[O:25])[N:4]([CH2:17][CH2:18][C:19]2[CH:24]=[CH:23][CH:22]=[CH:21][CH:20]=2)[C:5]([C:9]2[CH:14]=[CH:13][CH:12]=[CH:11][C:10]=2[O:15][CH3:16])=[N:6][C:7]=1[CH3:8].[F-].[Cs+].C([Sn](CCCC)(CCCC)[C:33]1[S:34][CH:35]=[CH:36][CH:37]=1)CCC. (6) Given the product [F:1][C:2]([F:7])([F:6])[C:3]([OH:5])=[O:4].[F:8][C:9]([F:14])([F:13])[C:10]([OH:12])=[O:11].[Cl:22][C:23]1[CH:24]=[N:25][C:26]2[NH:27][C:28]3[CH:29]=[N:30][CH:31]=[C:32]([CH:52]=3)[CH2:33][CH2:34][C:35]3[CH:43]=[C:39]([NH:40][C:41]=1[N:42]=2)[CH:38]=[CH:37][C:36]=3[O:44][CH2:45][CH:46]1[CH2:51][CH2:50][N:49]([C:59]([C:56]2[CH:55]=[C:54]([CH3:53])[O:58][N:57]=2)=[O:60])[CH2:48][CH2:47]1, predict the reactants needed to synthesize it. The reactants are: [F:1][C:2]([F:7])([F:6])[C:3]([OH:5])=[O:4].[F:8][C:9]([F:14])([F:13])[C:10]([OH:12])=[O:11].FC(F)(F)C(O)=O.[Cl:22][C:23]1[CH:24]=[N:25][C:26]2[NH:27][C:28]3[CH:29]=[N:30][CH:31]=[C:32]([CH:52]=3)[CH2:33][CH2:34][C:35]3[CH:43]=[C:39]([NH:40][C:41]=1[N:42]=2)[CH:38]=[CH:37][C:36]=3[O:44][CH2:45][CH:46]1[CH2:51][CH2:50][NH:49][CH2:48][CH2:47]1.[CH3:53][C:54]1[O:58][N:57]=[C:56]([C:59](Cl)=[O:60])[CH:55]=1. (7) Given the product [CH3:1][O:2][C:3]1[CH:23]=[CH:22][C:6]([CH2:7][N:8]([C:16]2[S:17][C:18]([C:26]3[CH:27]=[CH:28][CH:29]=[C:30]([C:31]([F:34])([F:33])[F:32])[C:25]=3[F:24])=[CH:19][N:20]=2)[C:9](=[O:15])[O:10][C:11]([CH3:14])([CH3:13])[CH3:12])=[CH:5][CH:4]=1, predict the reactants needed to synthesize it. The reactants are: [CH3:1][O:2][C:3]1[CH:23]=[CH:22][C:6]([CH2:7][N:8]([C:16]2[S:17][C:18](Br)=[CH:19][N:20]=2)[C:9](=[O:15])[O:10][C:11]([CH3:14])([CH3:13])[CH3:12])=[CH:5][CH:4]=1.[F:24][C:25]1[C:30]([C:31]([F:34])([F:33])[F:32])=[CH:29][CH:28]=[CH:27][C:26]=1B1OC(C)(C)C(C)(C)O1. (8) Given the product [Cl:25][C:20]1[CH:21]=[CH:22][CH:23]=[CH:24][C:19]=1[CH:9]([N:10]1[CH2:15][CH2:14][C:13]2[S:16][CH:17]=[CH:18][C:12]=2[CH2:11]1)[CH2:8][CH2:7][CH2:6][C:5]([CH3:26])([CH3:27])[C:4]([OH:28])=[O:3], predict the reactants needed to synthesize it. The reactants are: C([O:3][C:4](=[O:28])[C:5]([CH3:27])([CH3:26])[CH2:6][CH2:7][CH2:8][CH:9]([C:19]1[CH:24]=[CH:23][CH:22]=[CH:21][C:20]=1[Cl:25])[N:10]1[CH2:15][CH2:14][C:13]2[S:16][CH:17]=[CH:18][C:12]=2[CH2:11]1)C.C(O)C.[OH-].[Na+].